From a dataset of Forward reaction prediction with 1.9M reactions from USPTO patents (1976-2016). Predict the product of the given reaction. Given the reactants [CH3:1][CH2:2][CH2:3][CH2:4][C:5]1[N:9]([CH2:10][C:11]2[CH:12]=[CH:13][C:14]([C:17]3[CH:18]=[CH:19][CH:20]=[CH:21][C:22]=3[C:23]3[N:27]=[N:26][NH:25][N:24]=3)=[CH:15][CH:16]=2)[C:8]([CH2:28][OH:29])=[C:7]([Cl:30])[N:6]=1.[O-]CC.[Mg+2:34].[O-]CC.CCCCCCC, predict the reaction product. The product is: [CH3:1][CH2:2][CH2:3][CH2:4][C:5]1[N:9]([CH2:10][C:11]2[CH:16]=[CH:15][C:14]([C:17]3[CH:18]=[CH:19][CH:20]=[CH:21][C:22]=3[C:23]3[N:27]=[N:26][NH:25][N:24]=3)=[CH:13][CH:12]=2)[C:8]([CH2:28][OH:29])=[C:7]([Cl:30])[N:6]=1.[Mg:34].